This data is from Catalyst prediction with 721,799 reactions and 888 catalyst types from USPTO. The task is: Predict which catalyst facilitates the given reaction. (1) Reactant: [C:1]([N:4]1[CH2:9][CH2:8][C:7]2([CH2:31][N:12]3[C:13](=[O:30])[CH2:14][N:15]([S:17]([C:20]4[NH:21][C:22]5[C:27]([CH:28]=4)=[CH:26][C:25]([Cl:29])=[CH:24][CH:23]=5)(=[O:19])=[O:18])[CH2:16][C:11]3([CH2:32][O:33][CH3:34])[N:10]2[CH3:35])[CH2:6][CH2:5]1)(=[O:3])[CH3:2].[CH3:36][N:37](C)[CH2:38]C(O)=O.CCN=C=NCCCN(C)C.Cl. Product: [Cl:29][C:25]1[CH:26]=[C:27]2[C:22](=[CH:23][CH:24]=1)[NH:21][C:20]([S:17]([N:15]1[CH2:14][C:13](=[O:30])[N:12]3[CH2:31][C:7]4([N:10]([CH3:35])[C:11]3([CH2:32][O:33][CH3:34])[CH2:16]1)[CH2:6][CH2:5][N:4]([C:1](=[O:3])[CH2:2][N:37]([CH3:38])[CH3:36])[CH2:9][CH2:8]4)(=[O:18])=[O:19])=[CH:28]2. The catalyst class is: 2. (2) The catalyst class is: 1. Reactant: [Mg].[Cl-].[Ce+3].[Cl-].[Cl-].Br[CH2:7][CH2:8][CH2:9][CH2:10]Br.CO[C:14](=[O:32])[C:15]1[CH:20]=[CH:19][C:18]([C:21]2[NH:22][C:23](=[O:31])[C:24]3[N:25]([CH:27]=[C:28]([F:30])[CH:29]=3)[CH:26]=2)=[CH:17][CH:16]=1.C[Mg]Cl. Product: [F:30][C:28]1[CH:29]=[C:24]2[C:23](=[O:31])[NH:22][C:21]([C:18]3[CH:17]=[CH:16][C:15]([C:14]4([OH:32])[CH2:10][CH2:9][CH2:8][CH2:7]4)=[CH:20][CH:19]=3)=[CH:26][N:25]2[CH:27]=1. (3) The catalyst class is: 132. Product: [Cl:18][C:33]1[C:34](=[N:19][NH:1][C:2]2[C:3]([OH:17])=[C:4]([C:8]3[CH:13]=[CH:12][CH:11]=[C:10]([C:14]([OH:16])=[O:15])[CH:9]=3)[CH:5]=[CH:6][CH:7]=2)[C:38](=[O:41])[N:31]([C:26]2[CH:27]=[CH:28][C:29]([CH3:30])=[C:24]([CH3:23])[CH:25]=2)[N:32]=1. Reactant: [NH2:1][C:2]1[C:3]([OH:17])=[C:4]([C:8]2[CH:13]=[CH:12][CH:11]=[C:10]([C:14]([OH:16])=[O:15])[CH:9]=2)[CH:5]=[CH:6][CH:7]=1.[ClH:18].[N:19]([O-])=O.[Na+].[CH3:23][C:24]1[CH:25]=[C:26]([N:31]2C(Cl)[CH2:34][C:33](=O)[NH:32]2)[CH:27]=[CH:28][C:29]=1[CH3:30].[C:38](=[O:41])([O-])O.[Na+].